This data is from Forward reaction prediction with 1.9M reactions from USPTO patents (1976-2016). The task is: Predict the product of the given reaction. (1) Given the reactants [NH2:1][C:2]1[S:3][C:4]([C:24]2[CH:29]=[CH:28][CH:27]=[CH:26][C:25]=2[Cl:30])=[C:5]([C:7]2[S:23][C:10]3[C:11]4[CH:19]=[CH:18][C:17]([C:20](O)=[O:21])=[CH:16][C:12]=4[O:13][CH2:14][CH2:15][C:9]=3[CH:8]=2)[N:6]=1.[Cl-].[NH4+].C[N:34](C(ON1N=NC2C=CC=NC1=2)=[N+](C)C)C.F[P-](F)(F)(F)(F)F.CCN(C(C)C)C(C)C, predict the reaction product. The product is: [NH2:1][C:2]1[S:3][C:4]([C:24]2[CH:29]=[CH:28][CH:27]=[CH:26][C:25]=2[Cl:30])=[C:5]([C:7]2[S:23][C:10]3[C:11]4[CH:19]=[CH:18][C:17]([C:20]([NH2:34])=[O:21])=[CH:16][C:12]=4[O:13][CH2:14][CH2:15][C:9]=3[CH:8]=2)[N:6]=1. (2) Given the reactants [C:1]([O:5][C:6]([NH:8][CH2:9][CH:10]([O:36][Si:37]([C:40]([CH3:43])([CH3:42])[CH3:41])([CH3:39])[CH3:38])[CH2:11][O:12][C:13]1[CH:14]=[C:15]([C:19]2[CH:20]=[C:21]([C:31]([O:33]CC)=[O:32])[C:22]3[C:23](=[N:25][N:26]([CH:28]([CH3:30])[CH3:29])[CH:27]=3)[N:24]=2)[CH:16]=[CH:17][CH:18]=1)=[O:7])([CH3:4])([CH3:3])[CH3:2].[OH-].[Na+], predict the reaction product. The product is: [C:1]([O:5][C:6]([NH:8][CH2:9][CH:10]([O:36][Si:37]([C:40]([CH3:42])([CH3:41])[CH3:43])([CH3:38])[CH3:39])[CH2:11][O:12][C:13]1[CH:14]=[C:15]([C:19]2[CH:20]=[C:21]([C:31]([OH:33])=[O:32])[C:22]3[C:23](=[N:25][N:26]([CH:28]([CH3:30])[CH3:29])[CH:27]=3)[N:24]=2)[CH:16]=[CH:17][CH:18]=1)=[O:7])([CH3:4])([CH3:2])[CH3:3]. (3) Given the reactants [F:1][C:2]1[C:24]([Br:25])=[CH:23][C:5]2[N:6]([CH:10]3[CH2:15][CH2:14][N:13](C(OC(C)(C)C)=O)[CH2:12][CH2:11]3)[C:7](=[O:9])[NH:8][C:4]=2[CH:3]=1.Cl, predict the reaction product. The product is: [F:1][C:2]1[C:24]([Br:25])=[CH:23][C:5]2[N:6]([CH:10]3[CH2:15][CH2:14][NH:13][CH2:12][CH2:11]3)[C:7](=[O:9])[NH:8][C:4]=2[CH:3]=1. (4) Given the reactants [CH3:1][O:2][C:3]1[CH:4]=[C:5]2[C:10](=[CH:11][C:12]=1[O:13][CH2:14][CH2:15][O:16][CH3:17])[N:9]=[CH:8][N:7]=[C:6]2[NH:18][C:19]1[C:20]([CH:22]=[C:23]([CH3:27])[C:24](=[O:26])[CH:25]=1)=[O:21].[OH:28]O, predict the reaction product. The product is: [CH3:1][O:2][C:3]1[CH:4]=[C:5]2[C:10](=[CH:11][C:12]=1[O:13][CH2:14][CH2:15][O:16][CH3:17])[N:9]=[CH:8][N:7]=[C:6]2[NH:18][C:19]1[C:20](=[O:21])[CH:22]2[C:23]([CH3:27])([O:28]2)[C:24](=[O:26])[CH:25]=1. (5) Given the reactants [C:1]12[C:7](=[CH:8][CH:9]=[CH:10][CH:11]=1)[NH:6][C:5](=O)[O:4][C:2]2=O.N[C:14]1C=CC=C[C:15]=1C(N)=O.O.C[N:25](C=O)C, predict the reaction product. The product is: [CH:9]1([CH:8]([NH2:25])[C:7]2[CH:1]=[CH:15][CH:14]=[C:5]([O:4][CH3:2])[N:6]=2)[CH2:10][CH2:11]1. (6) Given the reactants N#N.Br[C:4]1[CH:5]=[C:6]([C:10]2([CH3:15])[O:14][CH2:13][CH2:12][O:11]2)[CH:7]=[CH:8][CH:9]=1.C(P(C(C)(C)C)C1C=CC=CC=1C1C=CC=CC=1C)(C)(C)C.O.P([O-])([O-])([O-])=O.[K+].[K+].[K+].[C:47]([O:53][CH2:54][CH3:55])(=[O:52])[CH2:48]C(C)=O, predict the reaction product. The product is: [CH2:54]([O:53][C:47](=[O:52])[CH2:48][C:4]1[CH:9]=[CH:8][CH:7]=[C:6]([C:10]2([CH3:15])[O:14][CH2:13][CH2:12][O:11]2)[CH:5]=1)[CH3:55]. (7) Given the reactants [F:1][C:2]1[C:7]([O:8][CH3:9])=[CH:6][CH:5]=[CH:4][C:3]=1[C:10]1[O:14][N:13]=[C:12]([CH2:15][CH2:16][C@@:17]([CH3:27])([S:23]([CH3:26])(=[O:25])=[O:24])[C:18]([O:20]CC)=[O:19])[CH:11]=1.FC1C(OC)=CC=CC=1C1C=C(CC[C@@](C)(S(C)(=O)=O)C(O)=O)ON=1, predict the reaction product. The product is: [F:1][C:2]1[C:7]([O:8][CH3:9])=[CH:6][CH:5]=[CH:4][C:3]=1[C:10]1[O:14][N:13]=[C:12]([CH2:15][CH2:16][C@@:17]([CH3:27])([S:23]([CH3:26])(=[O:25])=[O:24])[C:18]([OH:20])=[O:19])[CH:11]=1.